This data is from Catalyst prediction with 721,799 reactions and 888 catalyst types from USPTO. The task is: Predict which catalyst facilitates the given reaction. (1) Reactant: [Cl:1][C:2]1[CH:7]=[CH:6][C:5]([CH:8]([C:22]2[CH:27]=[CH:26][C:25]([Cl:28])=[CH:24][C:23]=2[CH3:29])[N:9]2[CH2:14][CH2:13][N:12](C(OC(C)(C)C)=O)[CH2:11][CH2:10]2)=[C:4]([CH3:30])[CH:3]=1.CN1CCOCC1.[Si](I)(C)(C)C. Product: [Cl:28][C:25]1[CH:26]=[CH:27][C:22]([CH:8]([C:5]2[CH:6]=[CH:7][C:2]([Cl:1])=[CH:3][C:4]=2[CH3:30])[N:9]2[CH2:10][CH2:11][NH:12][CH2:13][CH2:14]2)=[C:23]([CH3:29])[CH:24]=1. The catalyst class is: 2. (2) Reactant: [CH3:1][N:2]1[C:10]2[C:5](=[CH:6][CH:7]=[CH:8][CH:9]=2)[C:4]([C:11](Cl)=[O:12])=[CH:3]1.[Br:14][C:15]1[CH:16]=[C:17]([C:23]2[CH:28]=[CH:27][C:26]([CH2:29][NH:30][CH3:31])=[CH:25][CH:24]=2)[CH:18]=[CH:19][C:20]=1[O:21][CH3:22].C(N(CC)CC)C. Product: [Br:14][C:15]1[CH:16]=[C:17]([C:23]2[CH:28]=[CH:27][C:26]([CH2:29][N:30]([CH3:31])[C:11]([C:4]3[C:5]4[C:10](=[CH:9][CH:8]=[CH:7][CH:6]=4)[N:2]([CH3:1])[CH:3]=3)=[O:12])=[CH:25][CH:24]=2)[CH:18]=[CH:19][C:20]=1[O:21][CH3:22]. The catalyst class is: 2. (3) Reactant: C([Cl:4])(=O)C.O.Cl.[CH3:7][C:8]1([CH3:23])[O:12][C:11]([C:13]2[CH:18]=[CH:17][CH:16]=[CH:15][CH:14]=2)=[N:10][C@@H:9]1[CH2:19][CH2:20][S:21]C. Product: [ClH:4].[CH3:7][C:8]1([CH3:23])[C@H:9]([NH:10][C:11](=[O:12])[C:13]2[CH:18]=[CH:17][CH:16]=[CH:15][CH:14]=2)[CH2:19][CH2:20][S:21]1. The catalyst class is: 15. (4) Reactant: C(OC([NH:8][C:9]1([C@@H:12]2[CH2:16][CH2:15][NH:14][CH2:13]2)[CH2:11][CH2:10]1)=O)(C)(C)C.C(N(CC)CC)C.F[C:25]1[C:34]([CH3:35])=[C:33]2[C:28]([C:29](=[O:43])[C:30]([C:40]([OH:42])=[O:41])=[CH:31][N:32]2[C@@H:36]2[CH2:38][C@@H:37]2[F:39])=[CH:27][CH:26]=1. Product: [NH2:8][C:9]1([C@@H:12]2[CH2:16][CH2:15][N:14]([C:25]3[C:34]([CH3:35])=[C:33]4[C:28]([C:29](=[O:43])[C:30]([C:40]([OH:42])=[O:41])=[CH:31][N:32]4[C@@H:36]4[CH2:38][C@@H:37]4[F:39])=[CH:27][CH:26]=3)[CH2:13]2)[CH2:10][CH2:11]1. The catalyst class is: 16.